The task is: Predict the product of the given reaction.. This data is from Forward reaction prediction with 1.9M reactions from USPTO patents (1976-2016). (1) Given the reactants [CH2:1]([O:8][C:9]1[CH:14]=[C:13]([O:15][CH2:16][C:17]2[CH:22]=[CH:21][CH:20]=[CH:19][CH:18]=2)[C:12]([CH:23]([CH3:25])[CH3:24])=[CH:11][C:10]=1[C:26]1[O:30][N:29]=[C:28]([C:31](=[O:35])[NH:32][CH2:33][CH3:34])[C:27]=1[CH:36]1[O:40][N:39]=[C:38]([C:41](OCC)=[O:42])[CH2:37]1)[C:2]1[CH:7]=[CH:6][CH:5]=[CH:4][CH:3]=1.[BH4-].[Li+].O.[Cl-], predict the reaction product. The product is: [CH2:1]([O:8][C:9]1[CH:14]=[C:13]([O:15][CH2:16][C:17]2[CH:22]=[CH:21][CH:20]=[CH:19][CH:18]=2)[C:12]([CH:23]([CH3:24])[CH3:25])=[CH:11][C:10]=1[C:26]1[O:30][N:29]=[C:28]([C:31]([NH:32][CH2:33][CH3:34])=[O:35])[C:27]=1[CH:36]1[O:40][N:39]=[C:38]([CH2:41][OH:42])[CH2:37]1)[C:2]1[CH:7]=[CH:6][CH:5]=[CH:4][CH:3]=1. (2) Given the reactants [CH:1]1([C:4]2[NH:8][C:7]3[CH:9]=[C:10]([C:17]4[C:18]([CH3:23])=[N:19][O:20][C:21]=4[CH3:22])[CH:11]=[C:12]([C:13]([O:15]C)=[O:14])[C:6]=3[N:5]=2)[CH2:3][CH2:2]1.Cl, predict the reaction product. The product is: [CH:1]1([C:4]2[NH:8][C:7]3[CH:9]=[C:10]([C:17]4[C:18]([CH3:23])=[N:19][O:20][C:21]=4[CH3:22])[CH:11]=[C:12]([C:13]([OH:15])=[O:14])[C:6]=3[N:5]=2)[CH2:2][CH2:3]1.